Dataset: Experimental lipophilicity measurements (octanol/water distribution) for 4,200 compounds from AstraZeneca. Task: Regression/Classification. Given a drug SMILES string, predict its absorption, distribution, metabolism, or excretion properties. Task type varies by dataset: regression for continuous measurements (e.g., permeability, clearance, half-life) or binary classification for categorical outcomes (e.g., BBB penetration, CYP inhibition). For this dataset (lipophilicity_astrazeneca), we predict Y. (1) The compound is Clc1ccc(-c2cn3ccccc3n2)cc1. The Y is 4.00 logD. (2) The drug is O=C(Nc1ccc(Cl)c(Cl)c1)N1CCN(C[C@@H]2CCCN(CC3CC3)C2)CC1. The Y is 2.54 logD. (3) The drug is NC1(c2ccc(-c3ncc4ncccc4c3-c3ccccc3)cc2)CCC1. The Y is 2.00 logD. (4) The compound is COc1ccc(Cn2c(=O)[nH]c3c(=O)n(CC(=O)NC(C(=O)C(F)(F)F)C(C)C)c(-c4ccccc4)cc3c2=O)cc1. The Y is 2.93 logD. (5) The molecule is N#CC1(NC(=O)[C@@H]2CCCC[C@H]2C(=O)N2CCc3[nH]c4cccc(F)c4c3C2)CC1. The Y is 3.20 logD. (6) The drug is C[C@@](N)(Cc1ccccc1)c1ccccc1. The Y is 1.70 logD.